This data is from Full USPTO retrosynthesis dataset with 1.9M reactions from patents (1976-2016). The task is: Predict the reactants needed to synthesize the given product. (1) Given the product [NH2:25][C:9]1[CH:8]=[CH:7][C:6]([C:4]([N:3]([CH2:1][CH3:2])[CH2:28][CH3:29])=[O:5])=[CH:11][C:10]=1[NH:12][C:13](=[O:24])[CH2:14][C:15]1[CH:16]=[CH:17][C:18]([O:21][CH2:22][CH3:23])=[CH:19][CH:20]=1, predict the reactants needed to synthesize it. The reactants are: [CH2:1]([N:3]([CH2:28][CH3:29])[C:4]([C:6]1[CH:7]=[CH:8][C:9]([N+:25]([O-])=O)=[C:10]([NH:12][C:13](=[O:24])[CH2:14][C:15]2[CH:20]=[CH:19][C:18]([O:21][CH2:22][CH3:23])=[CH:17][CH:16]=2)[CH:11]=1)=[O:5])[CH3:2]. (2) Given the product [Br:33][C:34]1[CH:35]=[C:36]([C:40]([N:42]=[C:43]=[S:44])=[O:41])[CH:37]=[CH:38][CH:39]=1.[Br:33][C:34]1[CH:35]=[C:36]([CH:37]=[CH:38][CH:39]=1)[C:40]([NH:42][C:43]([NH:30][C:29]1[CH:31]=[CH:32][C:26]([O:25][C:16]2[C:15]3[C:20](=[CH:21][C:22]([O:23][CH3:24])=[C:13]([O:12][CH3:11])[CH:14]=3)[N:19]=[CH:18][N:17]=2)=[CH:27][CH:28]=1)=[S:44])=[O:41], predict the reactants needed to synthesize it. The reactants are: BrC1C=C(C(Cl)=O)C=CC=1.[CH3:11][O:12][C:13]1[CH:14]=[C:15]2[C:20](=[CH:21][C:22]=1[O:23][CH3:24])[N:19]=[CH:18][N:17]=[C:16]2[O:25][C:26]1[CH:32]=[CH:31][C:29]([NH2:30])=[CH:28][CH:27]=1.[Br:33][C:34]1[CH:35]=[C:36]([C:40]([N:42]=[C:43]=[S:44])=[O:41])[CH:37]=[CH:38][CH:39]=1. (3) Given the product [CH3:10][O:11][C:12]1[CH:13]=[C:14](/[CH:24]=[CH:25]/[C:26]([O:28][CH:30]([C:31]([O:33][CH3:34])=[O:32])[C:35]([C:37]2[CH:38]=[CH:39][C:40]([F:43])=[CH:41][CH:42]=2)=[O:36])=[O:27])[CH:15]=[CH:16][C:17]=1[N:18]1[CH:22]=[C:21]([CH3:23])[N:20]=[CH:19]1, predict the reactants needed to synthesize it. The reactants are: C(N(C(C)C)CC)(C)C.[CH3:10][O:11][C:12]1[CH:13]=[C:14](/[CH:24]=[CH:25]/[C:26]([OH:28])=[O:27])[CH:15]=[CH:16][C:17]=1[N:18]1[CH:22]=[C:21]([CH3:23])[N:20]=[CH:19]1.Cl[CH:30]([C:35]([C:37]1[CH:42]=[CH:41][C:40]([F:43])=[CH:39][CH:38]=1)=[O:36])[C:31]([O:33][CH3:34])=[O:32].O.C(=O)(O)[O-].[Na+]. (4) Given the product [Br:1][C:15]1[C:10]([Cl:9])=[CH:11][C:12]([NH2:16])=[N:13][CH:14]=1, predict the reactants needed to synthesize it. The reactants are: [Br:1]N1C(=O)CCC1=O.[Cl:9][C:10]1[CH:15]=[CH:14][N:13]=[C:12]([NH2:16])[CH:11]=1.